From a dataset of Retrosynthesis with 50K atom-mapped reactions and 10 reaction types from USPTO. Predict the reactants needed to synthesize the given product. Given the product Nc1cnc2[nH]c3cnc(-c4cccnc4)cc3c2c1, predict the reactants needed to synthesize it. The reactants are: Nc1cnc(N)c(-c2cc(-c3cccnc3)ncc2Cl)c1.